The task is: Predict the product of the given reaction.. This data is from Forward reaction prediction with 1.9M reactions from USPTO patents (1976-2016). (1) Given the reactants [Cl:1][C:2]1[CH:3]=[C:4]2[C:8](=[CH:9][CH:10]=1)[NH:7][CH:6]=[C:5]2[CH2:11][CH2:12][NH:13][C:14](=[O:22])[C:15]1[CH:20]=[CH:19][CH:18]=[C:17](I)[CH:16]=1.[C:23]1([CH3:32])[CH:28]=[CH:27][CH:26]=[C:25](B(O)O)[CH:24]=1.C(=O)([O-])[O-].[Na+].[Na+], predict the reaction product. The product is: [Cl:1][C:2]1[CH:3]=[C:4]2[C:8](=[CH:9][CH:10]=1)[NH:7][CH:6]=[C:5]2[CH2:11][CH2:12][NH:13][C:14]([C:15]1[CH:16]=[C:17]([C:25]2[CH:26]=[CH:27][CH:28]=[C:23]([CH3:32])[CH:24]=2)[CH:18]=[CH:19][CH:20]=1)=[O:22]. (2) Given the reactants C([O:5][C:6](=[O:41])[CH2:7][N:8]1[C:12]2[CH:13]=[CH:14][C:15]([N:17]([CH2:28][CH2:29][O:30][C:31]3[CH:36]=[CH:35][C:34]([Cl:37])=[CH:33][CH:32]=3)[S:18]([C:21]3[CH:26]=[CH:25][C:24]([F:27])=[CH:23][CH:22]=3)(=[O:20])=[O:19])=[CH:16][C:11]=2[N:10]=[C:9]1[CH2:38][CH2:39][CH3:40])(C)(C)C.C(O)(C(F)(F)F)=O, predict the reaction product. The product is: [Cl:37][C:34]1[CH:33]=[CH:32][C:31]([O:30][CH2:29][CH2:28][N:17]([S:18]([C:21]2[CH:22]=[CH:23][C:24]([F:27])=[CH:25][CH:26]=2)(=[O:19])=[O:20])[C:15]2[CH:14]=[CH:13][C:12]3[N:8]([CH2:7][C:6]([OH:41])=[O:5])[C:9]([CH2:38][CH2:39][CH3:40])=[N:10][C:11]=3[CH:16]=2)=[CH:36][CH:35]=1. (3) Given the reactants [CH2:1]([S:3][C:4]1[CH:9]=[CH:8][C:7]([CH2:10][C:11]2[C:12]([O:17][C@@H:18]3[O:35][C@H:34]([CH2:36][O:37]C(=O)C)[C@@H:29]([O:30]C(=O)C)[C@H:24]([O:25]C(=O)C)[C@H:19]3[O:20]C(=O)C)=[N:13][NH:14][C:15]=2[CH3:16])=[CH:6][CH:5]=1)[CH3:2].C[O-].[Na+], predict the reaction product. The product is: [CH2:1]([S:3][C:4]1[CH:9]=[CH:8][C:7]([CH2:10][C:11]2[C:12]([O:17][C@@H:18]3[O:35][C@H:34]([CH2:36][OH:37])[C@@H:29]([OH:30])[C@H:24]([OH:25])[C@H:19]3[OH:20])=[N:13][NH:14][C:15]=2[CH3:16])=[CH:6][CH:5]=1)[CH3:2]. (4) Given the reactants Cl.[Br:2][C:3]1[C:4]([S:9]([CH:12]2[CH2:17][CH2:16][NH:15][CH2:14][CH2:13]2)(=[O:11])=[O:10])=[N:5][CH:6]=[CH:7][CH:8]=1.Br[CH2:19][CH:20]([OH:22])[CH3:21].C([O-])([O-])=O.[K+].[K+], predict the reaction product. The product is: [Br:2][C:3]1[C:4]([S:9]([CH:12]2[CH2:17][CH2:16][N:15]([CH2:19][CH:20]([OH:22])[CH3:21])[CH2:14][CH2:13]2)(=[O:10])=[O:11])=[N:5][CH:6]=[CH:7][CH:8]=1.